This data is from Peptide-MHC class I binding affinity with 185,985 pairs from IEDB/IMGT. The task is: Regression. Given a peptide amino acid sequence and an MHC pseudo amino acid sequence, predict their binding affinity value. This is MHC class I binding data. (1) The peptide sequence is VLLAFLNSM. The MHC is HLA-B15:01 with pseudo-sequence HLA-B15:01. The binding affinity (normalized) is 0.0847. (2) The peptide sequence is ALAVLSKCY. The MHC is HLA-A24:03 with pseudo-sequence HLA-A24:03. The binding affinity (normalized) is 0.213. (3) The peptide sequence is TYRAVAKAL. The MHC is H-2-Dd with pseudo-sequence H-2-Dd. The binding affinity (normalized) is 0. (4) The peptide sequence is CFKEASFSKR. The MHC is HLA-A03:01 with pseudo-sequence HLA-A03:01. The binding affinity (normalized) is 0.157. (5) The binding affinity (normalized) is 0.0847. The peptide sequence is EPADHLAIM. The MHC is HLA-B27:05 with pseudo-sequence HLA-B27:05. (6) The peptide sequence is DIVNTTYDFL. The MHC is HLA-A02:06 with pseudo-sequence HLA-A02:06. The binding affinity (normalized) is 0.185.